This data is from Catalyst prediction with 721,799 reactions and 888 catalyst types from USPTO. The task is: Predict which catalyst facilitates the given reaction. (1) Reactant: [OH:1][CH:2]([CH2:6][CH2:7][CH2:8][CH2:9][CH2:10][CH2:11][C:12]1[CH:17]=[CH:16][CH:15]=[CH:14][CH:13]=1)[C:3](=N)[O-:4].[C:18](OCC)(=[O:20])C. Product: [OH:1][CH:2]([CH2:6][CH2:7][CH2:8][CH2:9][CH2:10][CH2:11][C:12]1[CH:17]=[CH:16][CH:15]=[CH:14][CH:13]=1)[C:3]([O:20][CH3:18])=[O:4]. The catalyst class is: 6. (2) Reactant: [C:1]1([C:7]2[CH:8]=[CH:9][C:10]([NH2:13])=[N:11][CH:12]=2)[CH:6]=[CH:5][CH:4]=[CH:3][CH:2]=1.[CH3:14][C:15]1[CH:20]=[CH:19][C:18]([S:21](Cl)(=[O:23])=[O:22])=[CH:17][CH:16]=1. Product: [CH3:14][C:15]1[CH:20]=[CH:19][C:18]([S:21]([NH:13][C:10]2[CH:9]=[CH:8][C:7]([C:1]3[CH:2]=[CH:3][CH:4]=[CH:5][CH:6]=3)=[CH:12][N:11]=2)(=[O:23])=[O:22])=[CH:17][CH:16]=1. The catalyst class is: 17.